Dataset: Forward reaction prediction with 1.9M reactions from USPTO patents (1976-2016). Task: Predict the product of the given reaction. (1) The product is: [CH2:61]([S:62]([NH:65][C:52]([CH:49]1[CH2:50][CH2:51][N:46]([C:35]2[N:36]=[C:37]([CH3:45])[C:38]([C:40](=[O:41])[S:42][CH2:43][CH3:44])=[CH:39][C:34]=2[C:32]#[N:33])[CH2:47][CH2:48]1)=[O:54])(=[O:64])=[O:63])[C:55]1[CH:60]=[CH:59][CH:58]=[CH:57][CH:56]=1. Given the reactants CN(C(ON1N=NC2C=CC=CC1=2)=[N+](C)C)C.[B-](F)(F)(F)F.CCN(C(C)C)C(C)C.[C:32]([C:34]1[C:35]([N:46]2[CH2:51][CH2:50][CH:49]([C:52]([OH:54])=O)[CH2:48][CH2:47]2)=[N:36][C:37]([CH3:45])=[C:38]([C:40]([S:42][CH2:43][CH3:44])=[O:41])[CH:39]=1)#[N:33].[C:55]1([CH2:61][S:62]([NH2:65])(=[O:64])=[O:63])[CH:60]=[CH:59][CH:58]=[CH:57][CH:56]=1.C([O-])(O)=O.[Na+], predict the reaction product. (2) Given the reactants C(=O)([O-])[O-].[Cs+].[Cs+].Br[CH2:8][C:9]1[CH:18]=[CH:17][C:16]2[C:11](=[CH:12][CH:13]=[C:14]([F:19])[CH:15]=2)[N:10]=1.[F:20][C:21]1[CH:22]=[C:23]([CH:35]=[CH:36][CH:37]=1)[C:24]([C:26]1[CH:33]=[C:32]([OH:34])[CH:31]=[CH:30][C:27]=1[C:28]#[N:29])=[O:25].O, predict the reaction product. The product is: [F:20][C:21]1[CH:22]=[C:23]([CH:35]=[CH:36][CH:37]=1)[C:24]([C:26]1[CH:33]=[C:32]([O:34][CH2:8][C:9]2[CH:18]=[CH:17][C:16]3[C:11](=[CH:12][CH:13]=[C:14]([F:19])[CH:15]=3)[N:10]=2)[CH:31]=[CH:30][C:27]=1[C:28]#[N:29])=[O:25]. (3) Given the reactants ClCCl.C(Cl)(=O)C(Cl)=O.[C:10]1([CH:16]2[CH2:21][CH2:20][N:19]([C:22](=[O:24])[CH3:23])[CH2:18][CH2:17]2)[CH:15]=[CH:14][CH:13]=[CH:12][CH:11]=1.[C:25]([O:28]CC)(=[O:27])C, predict the reaction product. The product is: [C:22]([N:19]1[CH2:18][CH2:17][CH:16]([C:10]2[CH:11]=[CH:12][C:13]([C:25]([OH:28])=[O:27])=[CH:14][CH:15]=2)[CH2:21][CH2:20]1)(=[O:24])[CH3:23]. (4) Given the reactants C(OC([N:8]1[CH2:13][CH2:12][N:11]([C:14]2[CH:19]=[N:18][CH:17]=[C:16]([N:20]([CH3:29])[CH2:21][C:22]3[CH:27]=[CH:26][CH:25]=[C:24]([CH3:28])[N:23]=3)[N:15]=2)[CH2:10][CH2:9]1)=O)(C)(C)C.C(O)(C(F)(F)F)=O, predict the reaction product. The product is: [CH3:29][N:20]([CH2:21][C:22]1[CH:27]=[CH:26][CH:25]=[C:24]([CH3:28])[N:23]=1)[C:16]1[N:15]=[C:14]([N:11]2[CH2:12][CH2:13][NH:8][CH2:9][CH2:10]2)[CH:19]=[N:18][CH:17]=1. (5) Given the reactants C(Cl)(=O)C(Cl)=[O:3].C([O:10][C:11]1[CH:16]=[C:15]([CH2:17][NH:18]/[CH:19]=[C:20]2\[C:21](=[O:32])[NH:22][C:23](=[O:31])[C:24]3[C:29]\2=[CH:28][C:27]([I:30])=[CH:26][CH:25]=3)[CH:14]=[CH:13][C:12]=1[NH:33][C:34](=[O:36])[CH3:35])(=O)C.[CH3:37][N:38]([CH3:42])[C:39](=O)[CH3:40], predict the reaction product. The product is: [OH-:3].[NH4+:18].[CH3:37][N:38]([CH3:42])[CH2:39]/[CH:40]=[CH:35]/[C:34]([NH:33][C:12]1[CH:13]=[CH:14][C:15]([CH2:17][NH:18]/[CH:19]=[C:20]2\[C:21](=[O:32])[NH:22][C:23](=[O:31])[C:24]3[C:29]\2=[CH:28][C:27]([I:30])=[CH:26][CH:25]=3)=[CH:16][C:11]=1[OH:10])=[O:36]. (6) Given the reactants [C:1]1([C:7]2[O:11][C:10]([C@H:12]3[CH2:17][CH2:16][C@H:15]([C:18](=[O:40])[NH:19][CH2:20][CH2:21][NH:22][C:23]([C:25]4[C:26]([C:36]([F:39])([F:38])[F:37])=[N:27][N:28]([C:30]5[CH:35]=[CH:34][CH:33]=[CH:32][CH:31]=5)[CH:29]=4)=[O:24])[CH2:14][CH2:13]3)=[N:9][C:8]=2[C:41]([O:43]C)=[O:42])[CH:6]=[CH:5][CH:4]=[CH:3][CH:2]=1.C([O-])([O-])=O.[K+].[K+], predict the reaction product. The product is: [C:1]1([C:7]2[O:11][C:10]([C@H:12]3[CH2:13][CH2:14][C@H:15]([C:18](=[O:40])[NH:19][CH2:20][CH2:21][NH:22][C:23]([C:25]4[C:26]([C:36]([F:39])([F:37])[F:38])=[N:27][N:28]([C:30]5[CH:31]=[CH:32][CH:33]=[CH:34][CH:35]=5)[CH:29]=4)=[O:24])[CH2:16][CH2:17]3)=[N:9][C:8]=2[C:41]([OH:43])=[O:42])[CH:2]=[CH:3][CH:4]=[CH:5][CH:6]=1.